This data is from Reaction yield outcomes from USPTO patents with 853,638 reactions. The task is: Predict the reaction yield, written as a fraction of the theoretical maximum amount of product (1.0 means a 100% yield; for example, 0.34 means a 34% yield). (1) The product is [Br:21][C:18]1[CH:19]=[CH:20][C:15]([NH:14][C:13]2[C:5]([C:3]([OH:4])=[O:2])=[CH:6][C:7]3[NH:11][CH:10]=[N:9][C:8]=3[C:12]=2[F:23])=[C:16]([Cl:22])[CH:17]=1. The catalyst is CCO.C(OCC)(=O)C.O.Cl. The yield is 0.390. The reactants are C[O:2][C:3]([C:5]1[C:13]([NH:14][C:15]2[CH:20]=[CH:19][C:18]([Br:21])=[CH:17][C:16]=2[Cl:22])=[C:12]([F:23])[C:8]2[N:9]=[CH:10][NH:11][C:7]=2[CH:6]=1)=[O:4].[OH-].[Na+]. (2) The reactants are [C:1]1([NH:7][C:8]2[CH:20]=[CH:19][C:11]([C:12]([NH:14][CH2:15][C:16]([OH:18])=O)=[O:13])=[CH:10][CH:9]=2)[CH:6]=[CH:5][CH:4]=[CH:3][CH:2]=1.CCN(C(C)C)C(C)C.C1C=CC2N(O)N=NC=2C=1.CCN=C=NCCCN(C)C.Cl.Cl.Cl.[Br:54][C:55]1[CH:60]=[CH:59][CH:58]=[CH:57][C:56]=1[NH:61][CH:62]1[CH2:67][CH2:66][NH:65][CH2:64][CH2:63]1. The catalyst is CN(C=O)C.O. The product is [Br:54][C:55]1[CH:60]=[CH:59][CH:58]=[CH:57][C:56]=1[NH:61][CH:62]1[CH2:67][CH2:66][N:65]([C:16](=[O:18])[CH2:15][NH:14][C:12](=[O:13])[C:11]2[CH:10]=[CH:9][C:8]([NH:7][C:1]3[CH:2]=[CH:3][CH:4]=[CH:5][CH:6]=3)=[CH:20][CH:19]=2)[CH2:64][CH2:63]1. The yield is 0.310. (3) The reactants are [Cl:1][C:2]1[CH:3]=[C:4]([C:29]2[CH2:30][CH2:31][C:32](=[O:35])[NH:33][N:34]=2)[CH:5]=[CH:6][C:7]=1[O:8][CH2:9][CH2:10][CH2:11][O:12][CH2:13][C:14]1[CH:19]=[CH:18][C:17]([O:20][CH2:21][CH:22]([OH:28])[CH2:23][NH:24][CH:25]([CH3:27])[CH3:26])=[CH:16][CH:15]=1.[C:36](N)(C)(C)C. No catalyst specified. The product is [C:25]([NH:24][CH2:23][CH:22]([OH:28])[CH2:21][O:20][C:17]1[CH:16]=[CH:15][C:14]([CH2:13][O:12][CH2:11][CH2:10][CH2:9][O:8][C:7]2[CH:6]=[CH:5][C:4]([C:29]3[CH2:30][CH2:31][C:32](=[O:35])[NH:33][N:34]=3)=[CH:3][C:2]=2[Cl:1])=[CH:19][CH:18]=1)([CH3:36])([CH3:26])[CH3:27]. The yield is 0.290. (4) The reactants are [Cl:1][C:2]1[C:3](Cl)=[N:4][CH:5]=[C:6]([CH:10]=1)[C:7]([OH:9])=[O:8].[F:12][C:13]([F:19])([CH:16]([F:18])[F:17])[CH2:14][OH:15]. No catalyst specified. The product is [Cl:1][C:2]1[C:3]([O:15][CH2:14][C:13]([F:19])([F:12])[CH:16]([F:18])[F:17])=[N:4][CH:5]=[C:6]([CH:10]=1)[C:7]([OH:9])=[O:8]. The yield is 0.970. (5) The reactants are [Br:1][C:2]1[CH:3]=[C:4]([C:16]([O:18]CC)=[O:17])[C:5]2[C:10]([CH2:11][CH3:12])=[N:9][N:8]([CH:13]([CH3:15])[CH3:14])[C:6]=2[N:7]=1.[OH-].[Na+]. The catalyst is CCO. The product is [Br:1][C:2]1[CH:3]=[C:4]([C:16]([OH:18])=[O:17])[C:5]2[C:10]([CH2:11][CH3:12])=[N:9][N:8]([CH:13]([CH3:15])[CH3:14])[C:6]=2[N:7]=1. The yield is 0.817. (6) The reactants are C[O:2][C:3]([C:5]1[CH:10]=[C:9]([NH2:11])[C:8]([C:12]#[N:13])=[C:7](OCC)[N:6]=1)=[O:4].[S:17]1[CH:21]=[CH:20][C:19](B(O)O)=[CH:18]1.C([O-])([O-])=O.[Na+].[Na+].Cl. The catalyst is COC.O.C(O)C. The product is [NH2:11][C:9]1[C:8]([C:12]#[N:13])=[C:7]([C:19]2[CH:20]=[CH:21][S:17][CH:18]=2)[N:6]=[C:5]([C:3]([OH:2])=[O:4])[CH:10]=1. The yield is 0.210. (7) The catalyst is CN(C)C=O.O. The product is [C:17]([NH:20][C:21]1[CH:22]=[C:23]([CH:27]=[CH:28][N:29]=1)[C:24]([NH:14][CH2:13][C:9]1[CH:8]=[C:7]([O:6][CH2:5][C:4]([F:3])([F:15])[F:16])[CH:12]=[CH:11][N:10]=1)=[O:25])(=[O:19])[CH3:18]. The reactants are Cl.Cl.[F:3][C:4]([F:16])([F:15])[CH2:5][O:6][C:7]1[CH:12]=[CH:11][N:10]=[C:9]([CH2:13][NH2:14])[CH:8]=1.[C:17]([NH:20][C:21]1[CH:22]=[C:23]([CH:27]=[CH:28][N:29]=1)[C:24](O)=[O:25])(=[O:19])[CH3:18].C(N(CC)C(C)C)(C)C.CN(C(ON1N=NC2C=CC=CC1=2)=[N+](C)C)C.F[P-](F)(F)(F)(F)F. The yield is 0.380. (8) The reactants are Br[C:2]1[C:10]([Br:11])=[CH:9][C:5]2[O:6][CH2:7][O:8][C:4]=2[CH:3]=1.[F:12][C:13]1[CH:18]=[CH:17][C:16](B(O)O)=[CH:15][CH:14]=1.C([O-])([O-])=O.[Na+].[Na+]. The catalyst is C1(C)C=CC=CC=1.C(O)C.C1C=CC([P]([Pd]([P](C2C=CC=CC=2)(C2C=CC=CC=2)C2C=CC=CC=2)([P](C2C=CC=CC=2)(C2C=CC=CC=2)C2C=CC=CC=2)[P](C2C=CC=CC=2)(C2C=CC=CC=2)C2C=CC=CC=2)(C2C=CC=CC=2)C2C=CC=CC=2)=CC=1. The product is [Br:11][C:10]1[C:2]([C:16]2[CH:17]=[CH:18][C:13]([F:12])=[CH:14][CH:15]=2)=[CH:3][C:4]2[O:8][CH2:7][O:6][C:5]=2[CH:9]=1. The yield is 0.710.